From a dataset of Experimentally validated miRNA-target interactions with 360,000+ pairs, plus equal number of negative samples. Binary Classification. Given a miRNA mature sequence and a target amino acid sequence, predict their likelihood of interaction. The miRNA is hsa-miR-130a-3p with sequence CAGUGCAAUGUUAAAAGGGCAU. The protein sequence of the target gene is MAGAGSEARFAGLSLVQLNELLEDEGQLTEMVQKMEETQNVQLNKEMTLASNRSLAEGNLLYQPQLDTLKARLTQKYQELQVLFEAYQIKKTKLDRQSSSASLETLLALLQAEGAKIEEDTENMAEKFLDGELPLDSFIDVYQSKRKLAHMRRVKIEKLQEMVLKGQRLPQALAPLPPRLPELAPTAPLPYPAPEASGPPAVAPRRIPPPPPPVPAGRLATPFTAAMSSGQAVPYPGLQCPPLPPRVGLPTQQGFSSQFVSPYPPPLPQRPPPRLPPHQPGFILQ. Result: 1 (interaction).